From a dataset of Forward reaction prediction with 1.9M reactions from USPTO patents (1976-2016). Predict the product of the given reaction. (1) Given the reactants P(Cl)(Cl)(Cl)=O.[CH3:6][N:7]([CH3:10])[CH:8]=O.Cl.[NH:12]1[C:16]2=[N:17][CH:18]=[CH:19][CH:20]=[C:15]2[CH2:14][C:13]1=[O:21], predict the reaction product. The product is: [CH3:6][N:7]([CH:10]=[C:14]1[C:15]2[C:16](=[N:17][CH:18]=[CH:19][CH:20]=2)[NH:12][C:13]1=[O:21])[CH3:8]. (2) The product is: [CH:34]([C:33]1[CH:38]=[C:7]2[C:2]([CH:3]=[C:4]([NH:8][C:9](=[O:18])[O:10][CH2:11][C:12]3[CH:13]=[CH:14][CH:15]=[CH:16][CH:17]=3)[CH:5]=[N:6]2)=[N:1][CH:32]=1)=[O:46]. Given the reactants [NH2:1][C:2]1[CH:3]=[C:4]([NH:8][C:9](=[O:18])[O:10][CH2:11][C:12]2[CH:17]=[CH:16][CH:15]=[CH:14][CH:13]=2)[CH:5]=[N:6][CH:7]=1.F[B-](F)(F)F.F[B-](F)(F)F.CN([CH:32]=[C:33]([CH2:38][NH+](C)C)[CH2:34][NH+](C)C)C.C([OH:46])CCC, predict the reaction product.